Dataset: NCI-60 drug combinations with 297,098 pairs across 59 cell lines. Task: Regression. Given two drug SMILES strings and cell line genomic features, predict the synergy score measuring deviation from expected non-interaction effect. (1) Drug 1: CCCCC(=O)OCC(=O)C1(CC(C2=C(C1)C(=C3C(=C2O)C(=O)C4=C(C3=O)C=CC=C4OC)O)OC5CC(C(C(O5)C)O)NC(=O)C(F)(F)F)O. Drug 2: CC12CCC3C(C1CCC2O)C(CC4=C3C=CC(=C4)O)CCCCCCCCCS(=O)CCCC(C(F)(F)F)(F)F. Cell line: RPMI-8226. Synergy scores: CSS=73.5, Synergy_ZIP=-2.70, Synergy_Bliss=-2.74, Synergy_Loewe=-11.6, Synergy_HSA=-2.30. (2) Cell line: SF-268. Synergy scores: CSS=36.1, Synergy_ZIP=1.06, Synergy_Bliss=1.60, Synergy_Loewe=-0.121, Synergy_HSA=5.55. Drug 2: C1CC(C1)(C(=O)O)C(=O)O.[NH2-].[NH2-].[Pt+2]. Drug 1: COC1=CC(=CC(=C1O)OC)C2C3C(COC3=O)C(C4=CC5=C(C=C24)OCO5)OC6C(C(C7C(O6)COC(O7)C8=CC=CS8)O)O.